Dataset: Full USPTO retrosynthesis dataset with 1.9M reactions from patents (1976-2016). Task: Predict the reactants needed to synthesize the given product. (1) Given the product [C:7]([O:11][C:12]([N:14]1[CH2:19][CH2:18][CH:17]([CH:20]([C:4]2[S:3][C:2]([Cl:1])=[CH:6][CH:5]=2)[OH:21])[CH2:16][CH2:15]1)=[O:13])([CH3:10])([CH3:9])[CH3:8], predict the reactants needed to synthesize it. The reactants are: [Cl:1][C:2]1[S:3][CH:4]=[CH:5][CH:6]=1.[C:7]([O:11][C:12]([N:14]1[CH2:19][CH2:18][CH:17]([CH:20]=[O:21])[CH2:16][CH2:15]1)=[O:13])([CH3:10])([CH3:9])[CH3:8]. (2) Given the product [CH3:1][N:2]1[CH:8]2[CH2:9][CH2:10][CH:3]1[CH2:4][N:5]([C:15]1[CH:14]=[N:13][C:12]([Cl:11])=[CH:17][CH:16]=1)[CH2:6][CH2:7]2, predict the reactants needed to synthesize it. The reactants are: [CH3:1][N:2]1[CH:8]2[CH2:9][CH2:10][CH:3]1[CH2:4][NH:5][CH2:6][CH2:7]2.[Cl:11][C:12]1[CH:17]=[CH:16][C:15](I)=[CH:14][N:13]=1. (3) Given the product [O:18]=[C:16]1[NH:15][C:14](=[O:19])[CH:13]([CH2:12][C:11]2[CH:20]=[CH:21][C:8]([N:5]3[CH2:6][CH2:7][CH:2]([NH:22][CH2:23][C@H:24]([OH:44])[CH2:25][O:26][C:27]4[CH:28]=[CH:29][C:30]([OH:43])=[C:31]([NH:33][S:34]([C:37]5[CH:38]=[CH:39][CH:40]=[CH:41][CH:42]=5)(=[O:35])=[O:36])[CH:32]=4)[CH2:3][CH2:4]3)=[CH:9][CH:10]=2)[S:17]1, predict the reactants needed to synthesize it. The reactants are: O=[C:2]1[CH2:7][CH2:6][N:5]([C:8]2[CH:21]=[CH:20][C:11]([CH2:12][CH:13]3[S:17][C:16](=[O:18])[NH:15][C:14]3=[O:19])=[CH:10][CH:9]=2)[CH2:4][CH2:3]1.[NH2:22][CH2:23][CH:24]([OH:44])[CH2:25][O:26][C:27]1[CH:28]=[CH:29][C:30]([OH:43])=[C:31]([NH:33][S:34]([C:37]2[CH:42]=[CH:41][CH:40]=[CH:39][CH:38]=2)(=[O:36])=[O:35])[CH:32]=1. (4) Given the product [NH2:16][C:17]1[N:7]2[C:2]([Cl:1])=[N:3][CH:4]=[C:5]([O:10][CH3:11])[C:6]2=[N:8][N:9]=1, predict the reactants needed to synthesize it. The reactants are: [Cl:1][C:2]1[N:7]=[C:6]([NH:8][NH2:9])[C:5]([O:10][CH3:11])=[CH:4][N:3]=1.CC(O)C.[N:16]#[C:17]Cl.C(=O)([O-])[O-].[Na+].[Na+]. (5) Given the product [Cl:12][C:10]1[C:9]2[C:4](=[CH:5][CH:6]=[C:7]([NH2:11])[CH:8]=2)[NH:3][C:2]=1[CH3:1], predict the reactants needed to synthesize it. The reactants are: [CH3:1][C:2]1[NH:3][C:4]2[C:9]([CH:10]=1)=[CH:8][C:7]([NH2:11])=[CH:6][CH:5]=2.[Cl:12]N1C(=O)CCC1=O. (6) Given the product [C:1]([O:5][C:6]([N:8]1[CH2:13][CH:12]=[C:11]([C:14]2[CH:19]=[C:18]([CH2:20][O:21][C:22]3[CH:27]=[CH:26][CH:25]=[CH:24][C:23]=3[C:28]([F:31])([F:30])[F:29])[CH:17]=[CH:16][C:15]=2[CH2:32][Cl:44])[CH2:10][CH2:9]1)=[O:7])([CH3:4])([CH3:3])[CH3:2], predict the reactants needed to synthesize it. The reactants are: [C:1]([O:5][C:6]([N:8]1[CH2:13][CH:12]=[C:11]([C:14]2[CH:19]=[C:18]([CH2:20][O:21][C:22]3[CH:27]=[CH:26][CH:25]=[CH:24][C:23]=3[C:28]([F:31])([F:30])[F:29])[CH:17]=[CH:16][C:15]=2[CH2:32]O)[CH2:10][CH2:9]1)=[O:7])([CH3:4])([CH3:3])[CH3:2].N1C=CC=CC=1.CS([Cl:44])(=O)=O.C(N(CC)CC)C. (7) Given the product [Cl:55][C:56]1[C:61]([C:62]([F:64])([F:65])[F:63])=[CH:60][CH:59]=[CH:58][C:57]=1[CH2:66][NH:67][C:14]([CH:13]1[CH2:12][N:11]([C:17]2[CH:22]=[CH:21][CH:20]=[CH:19][N:18]=2)[C:10](=[O:23])[N:9]1[CH3:8])=[O:16], predict the reactants needed to synthesize it. The reactants are: OC(C(F)(F)F)=O.[CH3:8][N:9]1[CH:13]([C:14]([OH:16])=O)[CH2:12][N:11]([C:17]2[CH:22]=[CH:21][CH:20]=[CH:19][N:18]=2)[C:10]1=[O:23].O.ON1C2C=CC=CC=2N=N1.Cl.C(N=C=NCCCN(C)C)C.C(N1CCOCC1)C.[Cl:55][C:56]1[C:61]([C:62]([F:65])([F:64])[F:63])=[CH:60][CH:59]=[CH:58][C:57]=1[CH2:66][NH2:67].